Dataset: Full USPTO retrosynthesis dataset with 1.9M reactions from patents (1976-2016). Task: Predict the reactants needed to synthesize the given product. Given the product [C:44]([O:1][C@H:2]([C@@H:24]([NH:32][C:33](=[O:43])[C@H:34]([CH:40]([CH3:42])[CH3:41])[NH:35][C:36]([O:38][CH3:39])=[O:37])[CH2:25][C:26]1[CH:27]=[CH:28][CH:29]=[CH:30][CH:31]=1)[CH2:3][N:4]([CH2:17][CH:18]1[CH2:23][CH2:22][CH2:21][CH2:20][CH2:19]1)[NH:5][C:6](=[O:16])[C@H:7]([CH:13]([CH3:14])[CH3:15])[NH:8][C:9]([O:11][CH3:12])=[O:10])(=[O:60])[CH2:45][CH2:46][CH2:47][CH2:48][CH2:49][CH2:50][CH2:51][CH2:52][CH2:53][CH2:54][CH2:55][CH2:56][CH2:57][CH2:58][CH3:59], predict the reactants needed to synthesize it. The reactants are: [OH:1][C@H:2]([C@@H:24]([NH:32][C:33](=[O:43])[C@H:34]([CH:40]([CH3:42])[CH3:41])[NH:35][C:36]([O:38][CH3:39])=[O:37])[CH2:25][C:26]1[CH:31]=[CH:30][CH:29]=[CH:28][CH:27]=1)[CH2:3][N:4]([CH2:17][CH:18]1[CH2:23][CH2:22][CH2:21][CH2:20][CH2:19]1)[NH:5][C:6](=[O:16])[C@H:7]([CH:13]([CH3:15])[CH3:14])[NH:8][C:9]([O:11][CH3:12])=[O:10].[C:44](Cl)(=[O:60])[CH2:45][CH2:46][CH2:47][CH2:48][CH2:49][CH2:50][CH2:51][CH2:52][CH2:53][CH2:54][CH2:55][CH2:56][CH2:57][CH2:58][CH3:59].